This data is from Forward reaction prediction with 1.9M reactions from USPTO patents (1976-2016). The task is: Predict the product of the given reaction. (1) Given the reactants [CH3:1][CH:2]([CH3:43])[CH2:3][CH2:4][N:5]([CH2:38][CH2:39][CH:40]([CH3:42])[CH3:41])[C:6]([C:8]1[CH:9]=[CH:10][C:11]2[N:15]=[C:14]([NH:16][C:17]3[CH:22]=[CH:21][C:20]([N+:23]([O-])=O)=[CH:19][CH:18]=3)[N:13]([CH2:26][CH2:27][CH2:28][NH:29][C:30](=[O:36])[O:31][C:32]([CH3:35])([CH3:34])[CH3:33])[C:12]=2[CH:37]=1)=[O:7], predict the reaction product. The product is: [NH2:23][C:20]1[CH:19]=[CH:18][C:17]([NH:16][C:14]2[N:13]([CH2:26][CH2:27][CH2:28][NH:29][C:30](=[O:36])[O:31][C:32]([CH3:33])([CH3:34])[CH3:35])[C:12]3[CH:37]=[C:8]([C:6]([N:5]([CH2:4][CH2:3][CH:2]([CH3:43])[CH3:1])[CH2:38][CH2:39][CH:40]([CH3:41])[CH3:42])=[O:7])[CH:9]=[CH:10][C:11]=3[N:15]=2)=[CH:22][CH:21]=1. (2) Given the reactants [Cl:1][C:2]1[CH:7]=[CH:6][C:5]([C:8]2[N:12](CC3C=CC(CCC(O)=O)=CC=3)[C:11]3[CH:25]=[C:26]([F:30])[C:27]([F:29])=[CH:28][C:10]=3[N:9]=2)=[C:4]([O:31][CH2:32]C2CCCC2)[CH:3]=1.ClC1C=CC(C2N(CC3CCCCC3)C3C=C(F)C(F)=CC=3N=2)=C(OCC2C=CC=CC=2Cl)C=1.[CH3:72][O:73][C:74](=[O:83])[C:75]1[CH:80]=[CH:79][CH:78]=[C:77]([CH2:81]Br)[CH:76]=1, predict the reaction product. The product is: [CH3:72][O:73][C:74](=[O:83])[C:75]1[CH:80]=[CH:79][CH:78]=[C:77]([CH2:81][N:12]2[C:11]3[CH:25]=[C:26]([F:30])[C:27]([F:29])=[CH:28][C:10]=3[N:9]=[C:8]2[C:5]2[CH:6]=[CH:7][C:2]([Cl:1])=[CH:3][C:4]=2[O:31][CH3:32])[CH:76]=1. (3) The product is: [ClH:1].[NH2:12][CH2:11][CH2:10][CH2:9][C@@H:8]([O:7][C:6]1[CH:26]=[C:2]([Cl:1])[C:3]([F:29])=[CH:4][C:5]=1[C:27]#[N:28])[C:20]1[N:21]([CH3:25])[CH:22]=[CH:23][N:24]=1. Given the reactants [Cl:1][C:2]1[C:3]([F:29])=[CH:4][C:5]([C:27]#[N:28])=[C:6]([CH:26]=1)[O:7][C@@H:8]([C:20]1[N:21]([CH3:25])[CH:22]=[CH:23][N:24]=1)[CH2:9][CH2:10][CH2:11][NH:12]C(=O)OC(C)(C)C, predict the reaction product. (4) The product is: [F:14][C:15]1[CH:21]=[C:20]([S:22][CH3:23])[CH:19]=[CH:18][C:16]=1[NH:17][C:2]1[C:3]([C:10]([O:12][CH3:13])=[O:11])=[N:4][N:5]([CH3:9])[C:6](=[O:8])[CH:7]=1. Given the reactants Cl[C:2]1[C:3]([C:10]([O:12][CH3:13])=[O:11])=[N:4][N:5]([CH3:9])[C:6](=[O:8])[CH:7]=1.[F:14][C:15]1[CH:21]=[C:20]([S:22][CH3:23])[CH:19]=[CH:18][C:16]=1[NH2:17].C1C=CC(P(C2C(C3C(P(C4C=CC=CC=4)C4C=CC=CC=4)=CC=C4C=3C=CC=C4)=C3C(C=CC=C3)=CC=2)C2C=CC=CC=2)=CC=1.C([O-])([O-])=O.[Cs+].[Cs+].N#N, predict the reaction product. (5) Given the reactants [CH3:1][O:2][N:3]1[CH2:8][CH2:7][CH2:6][CH2:5][C:4]1=O.[Li+].CC([N-]C(C)C)C.C1C=CC(N([S:32]([C:35]([F:38])([F:37])[F:36])(=[O:34])=[O:33])[S:32]([C:35]([F:38])([F:37])[F:36])(=[O:34])=[O:33])=CC=1.C1C[O:42]CC1, predict the reaction product. The product is: [CH3:1][O:2][N:3]1[CH2:8][CH:7]=[C:6]([O:33][S:32]([C:35]([F:38])([F:37])[F:36])(=[O:42])=[O:34])[CH2:5][CH2:4]1. (6) The product is: [Cl:6][C:7]1[C:8]([CH2:17][O:18][C:19]2[CH:25]=[CH:24][C:22]([NH:23][C:36](=[O:37])[C:35]3[CH:39]=[C:40]([N+:43]([O-:45])=[O:44])[CH:41]=[CH:42][C:34]=3[Cl:33])=[CH:21][CH:20]=2)=[N:9][CH:10]=[C:11]([C:13]([F:16])([F:14])[F:15])[CH:12]=1. Given the reactants O1CCCC1.[Cl:6][C:7]1[C:8]([CH2:17][O:18][C:19]2[CH:25]=[CH:24][C:22]([NH2:23])=[CH:21][CH:20]=2)=[N:9][CH:10]=[C:11]([C:13]([F:16])([F:15])[F:14])[CH:12]=1.C(N(CC)CC)C.[Cl:33][C:34]1[CH:42]=[CH:41][C:40]([N+:43]([O-:45])=[O:44])=[CH:39][C:35]=1[C:36](Cl)=[O:37], predict the reaction product.